The task is: Predict the product of the given reaction.. This data is from Forward reaction prediction with 1.9M reactions from USPTO patents (1976-2016). (1) Given the reactants [CH3:1][N:2]1[CH:6]=[C:5]([CH2:7][C:8]([O:10]C)=[O:9])[C:4]([O:12][CH2:13][C:14]2[CH:15]=[N:16][C:17]([O:20][CH2:21][C:22]3[N:23]=[C:24]([C:28]4[CH:33]=[CH:32][CH:31]=[CH:30][CH:29]=4)[O:25][C:26]=3[CH3:27])=[CH:18][CH:19]=2)=[N:3]1.[OH-].[Na+].O1CCCC1.Cl, predict the reaction product. The product is: [CH3:1][N:2]1[CH:6]=[C:5]([CH2:7][C:8]([OH:10])=[O:9])[C:4]([O:12][CH2:13][C:14]2[CH:15]=[N:16][C:17]([O:20][CH2:21][C:22]3[N:23]=[C:24]([C:28]4[CH:29]=[CH:30][CH:31]=[CH:32][CH:33]=4)[O:25][C:26]=3[CH3:27])=[CH:18][CH:19]=2)=[N:3]1. (2) Given the reactants [OH:1][C:2]1[CH:7]=[C:6]([CH3:8])[C:5]([C:9]2[CH:14]=[CH:13][CH:12]=[C:11]([CH2:15][O:16][C:17]3[CH:22]=[CH:21][C:20]([C:23]4([CH2:27][C:28]([O:30][CH2:31][CH3:32])=[O:29])[CH2:26][O:25][CH2:24]4)=[CH:19][CH:18]=3)[CH:10]=2)=[C:4]([CH3:33])[CH:3]=1.CC1C=CC(S(O[CH2:45][C:46]2([CH3:50])[CH2:49][O:48][CH2:47]2)(=O)=O)=CC=1.C(=O)([O-])[O-].[Cs+].[Cs+], predict the reaction product. The product is: [CH3:8][C:6]1[CH:7]=[C:2]([O:1][CH2:45][C:46]2([CH3:50])[CH2:49][O:48][CH2:47]2)[CH:3]=[C:4]([CH3:33])[C:5]=1[C:9]1[CH:14]=[CH:13][CH:12]=[C:11]([CH2:15][O:16][C:17]2[CH:22]=[CH:21][C:20]([C:23]3([CH2:27][C:28]([O:30][CH2:31][CH3:32])=[O:29])[CH2:24][O:25][CH2:26]3)=[CH:19][CH:18]=2)[CH:10]=1.